Dataset: Forward reaction prediction with 1.9M reactions from USPTO patents (1976-2016). Task: Predict the product of the given reaction. (1) Given the reactants Br[C:2]1[CH:3]=[CH:4][CH:5]=[C:6]2[C:10]=1[C:9](=[O:11])[CH2:8][CH2:7]2.[CH2:12]([O:14][C:15](=[O:27])/[CH:16]=[CH:17]/[C:18]1[CH:19]=[C:20](B(O)O)[CH:21]=[CH:22][CH:23]=1)[CH3:13].C([O-])([O-])=O.[K+].[K+].CCO, predict the reaction product. The product is: [O:11]=[C:9]1[C:10]2[C:6](=[CH:5][CH:4]=[CH:3][C:2]=2[C:20]2[CH:19]=[C:18](/[CH:17]=[CH:16]/[C:15]([O:14][CH2:12][CH3:13])=[O:27])[CH:23]=[CH:22][CH:21]=2)[CH2:7][CH2:8]1. (2) Given the reactants [Cl-].[NH4+].C(O)C.O.[N+:7]([C:10]1[CH:11]=[C:12]([CH:25]=[CH:26][CH:27]=1)[O:13][C:14]1[C:15]2[C:22]([CH3:23])=[C:21]([CH3:24])[NH:20][C:16]=2[N:17]=[CH:18][N:19]=1)([O-])=O, predict the reaction product. The product is: [NH2:7][C:10]1[CH:11]=[C:12]([CH:25]=[CH:26][CH:27]=1)[O:13][C:14]1[C:15]2[C:22]([CH3:23])=[C:21]([CH3:24])[NH:20][C:16]=2[N:17]=[CH:18][N:19]=1. (3) Given the reactants C(N(CC)CC)C.[CH3:8][C:9]1([CH3:17])[O:14][C:13](=[O:15])[CH2:12][C:11](=[O:16])[CH2:10]1.[Cl:18][C:19]1[CH:24]=[CH:23][C:22]([N:25]=[C:26]=[O:27])=[CH:21][C:20]=1[C:28]([F:31])([F:30])[F:29], predict the reaction product. The product is: [Cl:18][C:19]1[CH:24]=[CH:23][C:22]([NH:25][C:26]([CH:12]2[C:11](=[O:16])[CH2:10][C:9]([CH3:17])([CH3:8])[O:14][C:13]2=[O:15])=[O:27])=[CH:21][C:20]=1[C:28]([F:29])([F:30])[F:31]. (4) Given the reactants [NH:1]([C:3]([CH:5]1[CH2:10][CH2:9][N:8]([C:11](OC(C)(C)C)=O)[CH2:7][CH2:6]1)=O)[NH2:2].[N:18]1[CH:23]=[CH:22][CH:21]=[CH:20][C:19]=1[C:24]#[N:25].C[C:27]1[CH:49]=[C:30]2[N:31]=[C:32]([C:41]3[CH:48]=[CH:47][C:44](C=O)=[CH:43][CH:42]=3)[C:33]([C:35]3[CH:40]=[CH:39][CH:38]=[CH:37][CH:36]=3)=[CH:34][N:29]2[N:28]=1.[BH-](OC(C)=O)(OC(C)=O)OC(C)=O.[Na+], predict the reaction product. The product is: [C:35]1([C:33]2[C:32]([C:41]3[CH:42]=[CH:43][C:44]([CH2:11][N:8]4[CH2:7][CH2:6][CH:5]([C:3]5[N:25]=[C:24]([C:19]6[CH:20]=[CH:21][CH:22]=[CH:23][N:18]=6)[NH:2][N:1]=5)[CH2:10][CH2:9]4)=[CH:47][CH:48]=3)=[N:31][C:30]3[N:29]([N:28]=[CH:27][CH:49]=3)[CH:34]=2)[CH:40]=[CH:39][CH:38]=[CH:37][CH:36]=1. (5) Given the reactants [C:1]([C:3]1[CH:4]([C:16]2[CH:17]=[CH:18][CH:19]=[C:20]3[C:25]=2[O:24][C:23]([CH3:26])=[CH:22][C:21]3=[O:27])[C:5]([C:11]([O:13][CH2:14][CH3:15])=[O:12])=[C:6]([CH3:10])[NH:7][C:8]=1[CH3:9])#[N:2].CCCC(C)C.C(O)C.C(NCC)C, predict the reaction product. The product is: [C:1]([C:3]1[C@@H:4]([C:16]2[CH:17]=[CH:18][CH:19]=[C:20]3[C:25]=2[O:24][C:23]([CH3:26])=[CH:22][C:21]3=[O:27])[C:5]([C:11]([O:13][CH2:14][CH3:15])=[O:12])=[C:6]([CH3:10])[NH:7][C:8]=1[CH3:9])#[N:2].